This data is from Reaction yield outcomes from USPTO patents with 853,638 reactions. The task is: Predict the reaction yield, written as a fraction of the theoretical maximum amount of product (1.0 means a 100% yield; for example, 0.34 means a 34% yield). (1) The reactants are [Br:1][C:2]1[CH:3]=[CH:4][C:5]([C:9]#[N:10])=[N:6][C:7]=1[CH3:8].C(O)(C(F)(F)F)=[O:12]. The catalyst is S(=O)(=O)(O)O. The product is [Br:1][C:2]1[CH:3]=[CH:4][C:5]([C:9]([NH2:10])=[O:12])=[N:6][C:7]=1[CH3:8]. The yield is 0.540. (2) The reactants are [F:1][C:2]([F:15])([F:14])[CH2:3][O:4][C:5]1[CH:13]=[CH:12][CH:11]=[CH:10][C:6]=1[C:7]([OH:9])=[O:8].[Al+3].[Cl-].[Cl-].[Cl-].[Br:20]Br. The catalyst is C(Cl)Cl. The product is [Br:20][C:11]1[CH:12]=[CH:13][C:5]([O:4][CH2:3][C:2]([F:14])([F:15])[F:1])=[C:6]([CH:10]=1)[C:7]([OH:9])=[O:8]. The yield is 0.946. (3) The reactants are Br[C:2]1[S:3][CH:4]=[C:5]([C:7]([N:9]2[CH:14]([CH3:15])[CH2:13][CH2:12][CH2:11][CH:10]2[CH3:16])=[O:8])[N:6]=1.[CH3:17][C:18]1[CH:23]=[CH:22][CH:21]=[CH:20][C:19]=1B(O)O.C(=O)([O-])[O-].[K+].[K+]. The catalyst is COCCOC.C1C=CC(P(C2C=CC=CC=2)[C-]2C=CC=C2)=CC=1.C1C=CC(P(C2C=CC=CC=2)[C-]2C=CC=C2)=CC=1.Cl[Pd]Cl.[Fe+2]. The product is [CH3:16][CH:10]1[CH2:11][CH2:12][CH2:13][CH:14]([CH3:15])[N:9]1[C:7]([C:5]1[N:6]=[C:2]([C:19]2[CH:20]=[CH:21][CH:22]=[CH:23][C:18]=2[CH3:17])[S:3][CH:4]=1)=[O:8]. The yield is 0.750. (4) The reactants are [F:1][C:2]1[CH:10]=[C:9]2[C:5]([CH:6]=[CH:7][NH:8]2)=[CH:4][C:3]=1[CH:11]=[N:12]O. The catalyst is N.CO.[Ni]. The product is [F:1][C:2]1[CH:10]=[C:9]2[C:5]([CH:6]=[CH:7][NH:8]2)=[CH:4][C:3]=1[CH2:11][NH2:12]. The yield is 0.950. (5) The reactants are [OH:1][C:2]1[CH:12]=[CH:11][C:5]([CH:6]=[CH:7][C:8]([OH:10])=[O:9])=[CH:4][C:3]=1[O:13][CH3:14].C(OC(=O)C)(=O)C. The catalyst is C(Cl)(Cl)Cl. The product is [C:8]([OH:10])(=[O:9])[CH3:7].[C:8]([OH:10])(=[O:9])/[CH:7]=[CH:6]/[C:5]1[CH:11]=[CH:12][C:2]([OH:1])=[C:3]([O:13][CH3:14])[CH:4]=1. The yield is 0.920. (6) The reactants are [C:1]([O:5][CH:6]([C:11]1[C:16]([CH3:17])=[CH:15][CH:14]=[C:13](OS(C(F)(F)F)(=O)=O)[C:12]=1[C:26]1[CH:27]=[CH:28][C:29]2[O:34][CH2:33][CH2:32][CH2:31][C:30]=2[CH:35]=1)[C:7]([O:9][CH3:10])=[O:8])([CH3:4])([CH3:3])[CH3:2].[Br-].[C:37]1(=[Zn+])[CH2:40][CH2:39][CH2:38]1.C1(P(C2CCCCC2)C2C=CC=CC=2C2C=CC=CC=2N(C)C)CCCCC1. The catalyst is C([O-])(=O)C.[Pd+2].C([O-])(=O)C.[Cl-].[NH4+]. The product is [CH3:10][O:9][C:7](=[O:8])[CH:6]([O:5][C:1]([CH3:3])([CH3:2])[CH3:4])[C:11]1[C:16]([CH3:17])=[CH:15][CH:14]=[C:13]([CH:37]2[CH2:40][CH2:39][CH2:38]2)[C:12]=1[C:26]1[CH:35]=[C:30]2[C:29](=[CH:28][CH:27]=1)[O:34][CH2:33][CH2:32][CH2:31]2. The yield is 0.790.